This data is from Catalyst prediction with 721,799 reactions and 888 catalyst types from USPTO. The task is: Predict which catalyst facilitates the given reaction. (1) Reactant: Cl.[NH2:2][CH:3]([C:8]1[CH:13]=[CH:12][C:11]([F:14])=[C:10]([F:15])[CH:9]=1)[CH2:4][C:5](O)=[O:6].[H-].[H-].[H-].[H-].[Li+].[Al+3].[C@H](O)(C([O-])=O)[C@@H](O)C([O-])=O.[Na+].[K+]. Product: [NH2:2][CH:3]([C:8]1[CH:13]=[CH:12][C:11]([F:14])=[C:10]([F:15])[CH:9]=1)[CH2:4][CH2:5][OH:6]. The catalyst class is: 49. (2) Reactant: [Si]([O:8][C@@H:9]1[C@@H:14]([CH:15]2[CH2:17][CH2:16]2)[CH2:13][N:12]([C:18]2[CH:23]=[CH:22][N:21]=[CH:20][C:19]=2[NH:24][C:25]([C:27]2[CH:36]=[CH:35][C:34]3[C:29](=[CH:30][C:31]([C:37]4[C:42]([F:43])=[CH:41][C:40]([O:44][CH3:45])=[CH:39][C:38]=4[F:46])=[CH:32][N:33]=3)[N:28]=2)=[O:26])[CH2:11][C@H:10]1[NH:47]C(=O)OC(C)(C)C)(C(C)(C)C)(C)C.Cl.O1CCOCC1. Product: [NH2:47][C@H:10]1[C@H:9]([OH:8])[C@@H:14]([CH:15]2[CH2:17][CH2:16]2)[CH2:13][N:12]([C:18]2[CH:23]=[CH:22][N:21]=[CH:20][C:19]=2[NH:24][C:25]([C:27]2[CH:36]=[CH:35][C:34]3[C:29](=[CH:30][C:31]([C:37]4[C:42]([F:43])=[CH:41][C:40]([O:44][CH3:45])=[CH:39][C:38]=4[F:46])=[CH:32][N:33]=3)[N:28]=2)=[O:26])[CH2:11]1. The catalyst class is: 5. (3) Reactant: [CH3:1][N:2]1[C:10]2[C:5](=[CH:6][CH:7]=[CH:8][CH:9]=2)[CH:4]=[C:3]1[C:11]1[CH:12]=[N:13][CH:14]=[C:15]([CH:17]=[CH2:18])[CH:16]=1. Product: [CH3:1][N:2]1[C:10]2[C:5](=[CH:6][CH:7]=[CH:8][CH:9]=2)[CH:4]=[C:3]1[C:11]1[CH:12]=[N:13][CH:14]=[C:15]([CH2:17][CH3:18])[CH:16]=1. The catalyst class is: 19. (4) Reactant: [C:1]([N:4]1[C@H:8]([C@H:9]([OH:12])CO)[C@@H:7]([OH:13])[CH2:6][NH:5]1)(=[O:3])[CH3:2].I([O-])(=O)(=O)=O.[Na+].[BH4-].[Na+]. Product: [C:1]([N:4]1[C@H:8]([CH2:9][OH:12])[C@@H:7]([OH:13])[CH2:6][NH:5]1)(=[O:3])[CH3:2]. The catalyst class is: 40. (5) Reactant: [CH3:1][N:2]([CH3:13])[CH2:3][CH:4]([C:8]1[CH:12]=[CH:11][S:10][CH:9]=1)[C:5]([OH:7])=O.C(Cl)CCl.[NH2:18][C:19]1[CH:20]=[C:21]2[C:26](=[CH:27][CH:28]=1)[CH:25]=[N:24][CH:23]=[CH:22]2.C([O-])(O)=O.[Na+]. Product: [CH3:13][N:2]([CH3:1])[CH2:3][CH:4]([C:8]1[CH:12]=[CH:11][S:10][CH:9]=1)[C:5]([NH:18][C:19]1[CH:20]=[C:21]2[C:26](=[CH:27][CH:28]=1)[CH:25]=[N:24][CH:23]=[CH:22]2)=[O:7]. The catalyst class is: 383. (6) Reactant: [F:1][C:2]1[CH:7]=[C:6]([F:8])[CH:5]=[CH:4][C:3]=1[N:9]1[C:13]([C:14]2[S:23][C:22]3[C:21]4[N:24]=[C:25]([N:28]5[CH2:33][C@H:32]([CH3:34])[NH:31][C@H:30]([CH3:35])[CH2:29]5)[CH:26]=[CH:27][C:20]=4[O:19][CH2:18][CH2:17][C:16]=3[CH:15]=2)=[N:12][CH:11]=[N:10]1.Br[CH2:37][CH2:38][F:39].C(=O)([O-])[O-].[Cs+].[Cs+]. Product: [F:1][C:2]1[CH:7]=[C:6]([F:8])[CH:5]=[CH:4][C:3]=1[N:9]1[C:13]([C:14]2[S:23][C:22]3[C:21]4[N:24]=[C:25]([N:28]5[CH2:33][C@H:32]([CH3:34])[N:31]([CH2:37][CH2:38][F:39])[C@H:30]([CH3:35])[CH2:29]5)[CH:26]=[CH:27][C:20]=4[O:19][CH2:18][CH2:17][C:16]=3[CH:15]=2)=[N:12][CH:11]=[N:10]1. The catalyst class is: 9. (7) Reactant: [Br:1][C:2]1[CH:3]=[CH:4][C:5](=[O:8])[NH:6][CH:7]=1.[H-].[Na+].Br[CH:12]([CH3:18])[C:13]([O:15][CH2:16][CH3:17])=[O:14]. Product: [Br:1][C:2]1[CH:3]=[CH:4][C:5](=[O:8])[N:6]([CH:12]([CH3:18])[C:13]([O:15][CH2:16][CH3:17])=[O:14])[CH:7]=1. The catalyst class is: 3.